This data is from Forward reaction prediction with 1.9M reactions from USPTO patents (1976-2016). The task is: Predict the product of the given reaction. (1) Given the reactants C([O-])(C)(C)C.[K+].[OH:7][NH:8][C:9](=O)[CH3:10].[Cl:12][C:13]1[C:14]([CH3:22])=[CH:15][C:16](F)=C([CH:20]=1)C#N.C[N:24](C=O)C, predict the reaction product. The product is: [Cl:12][C:13]1[C:14]([CH3:22])=[CH:15][C:16]2[O:7][N:8]=[C:9]([NH2:24])[C:10]=2[CH:20]=1. (2) Given the reactants [F:1][C:2]1[CH:3]=[C:4]2[C:10]([C:11](=[NH:13])[NH2:12])=[N:9][N:8]([CH2:14][C:15]3[CH:16]=[N:17][CH:18]=[N:19][CH:20]=3)[C:5]2=[N:6][CH:7]=1.C([N:23](CC)CC)C.O.NN, predict the reaction product. The product is: [F:1][C:2]1[CH:3]=[C:4]2[C:10]([C:11](=[NH:12])[NH:13][NH2:23])=[N:9][N:8]([CH2:14][C:15]3[CH:16]=[N:17][CH:18]=[N:19][CH:20]=3)[C:5]2=[N:6][CH:7]=1. (3) Given the reactants [Cl:1][C:2]1[CH:9]=[C:8]([OH:10])[C:7]([O:11][C:12]2[CH:17]=[CH:16][C:15]([Cl:18])=[CH:14][C:13]=2[Cl:19])=[CH:6][C:3]=1[C:4]#[N:5].Cl.[NH2:21][OH:22].C([O-])([O-])=O.[Na+].[Na+], predict the reaction product. The product is: [Cl:1][C:2]1[CH:9]=[C:8]([OH:10])[C:7]([O:11][C:12]2[CH:17]=[CH:16][C:15]([Cl:18])=[CH:14][C:13]=2[Cl:19])=[CH:6][C:3]=1[C:4]([NH:21][OH:22])=[NH:5].